Task: Binary Classification. Given a T-cell receptor sequence (or CDR3 region) and an epitope sequence, predict whether binding occurs between them.. Dataset: TCR-epitope binding with 47,182 pairs between 192 epitopes and 23,139 TCRs (1) The TCR CDR3 sequence is CASSTGSYEQYF. Result: 0 (the TCR does not bind to the epitope). The epitope is KLSYGIATV. (2) The epitope is YEGNSPFHPL. The TCR CDR3 sequence is CASSPGLFMNTEAFF. Result: 0 (the TCR does not bind to the epitope).